Dataset: CYP2C9 inhibition data for predicting drug metabolism from PubChem BioAssay. Task: Regression/Classification. Given a drug SMILES string, predict its absorption, distribution, metabolism, or excretion properties. Task type varies by dataset: regression for continuous measurements (e.g., permeability, clearance, half-life) or binary classification for categorical outcomes (e.g., BBB penetration, CYP inhibition). Dataset: cyp2c9_veith. The molecule is CN1C(=O)C(C2c3ccccc3C(=O)N2Cc2ccc([N+](=O)[O-])cc2)C(=O)N(C)C1=O. The result is 1 (inhibitor).